Dataset: Reaction yield outcomes from USPTO patents with 853,638 reactions. Task: Predict the reaction yield, written as a fraction of the theoretical maximum amount of product (1.0 means a 100% yield; for example, 0.34 means a 34% yield). (1) The reactants are C1(P(C2C=CC=CC=2)C2C=CC=CC=2)C=CC=CC=1.[CH2:20](O)[CH2:21][O:22]CCO.N([C:34]([O:36][CH2:37][CH3:38])=O)=N[C:34]([O:36][CH2:37][CH3:38])=O.[Cl:39][C:40]1[C:49]2[C:44](=[CH:45][C:46]([OH:52])=[C:47]([O:50][CH3:51])[CH:48]=2)[N:43]=[N:42][CH:41]=1. The catalyst is C(Cl)Cl. The product is [Cl:39][C:40]1[C:49]2[C:44](=[CH:45][C:46]([O:52][CH2:20][CH2:21][O:22][CH2:38][CH2:37][O:36][CH3:34])=[C:47]([O:50][CH3:51])[CH:48]=2)[N:43]=[N:42][CH:41]=1. The yield is 0.910. (2) The reactants are [CH3:1][N:2]([CH3:13])[C:3]1[CH:8]=[CH:7][C:6](/[CH:9]=[CH:10]/[CH:11]=O)=[CH:5][CH:4]=1.[NH2:14][C:15]1[CH:20]=[CH:19][C:18]([C:21]2[S:25][C:24]([N:26]=[C:27]([NH2:29])[NH2:28])=[N:23][C:22]=2[CH3:30])=[CH:17][CH:16]=1.C(O[BH-](OC(=O)C)OC(=O)C)(=O)C.[Na+]. The catalyst is ClCCl. The product is [CH3:1][N:2]([CH3:13])[C:3]1[CH:8]=[CH:7][C:6](/[CH:9]=[CH:10]/[CH2:11][NH:14][C:15]2[CH:20]=[CH:19][C:18]([C:21]3[S:25][C:24]([N:26]=[C:27]([NH2:28])[NH2:29])=[N:23][C:22]=3[CH3:30])=[CH:17][CH:16]=2)=[CH:5][CH:4]=1. The yield is 0.110. (3) The reactants are C(OC([N:8]([CH2:18][CH:19]1[CH2:24][CH2:23][N:22]([CH2:25][C:26]2[CH:34]=[CH:33][C:29]([C:30]([OH:32])=[O:31])=[CH:28][C:27]=2[C:35]#[N:36])[CH2:21][CH2:20]1)[C@@H:9]1[CH2:11][C@H:10]1[C:12]1[CH:17]=[CH:16][CH:15]=[CH:14][CH:13]=1)=O)(C)(C)C.[ClH:37].C(OCC)C. The catalyst is C(Cl)Cl. The product is [ClH:37].[ClH:37].[C:35]([C:27]1[CH:28]=[C:29]([CH:33]=[CH:34][C:26]=1[CH2:25][N:22]1[CH2:23][CH2:24][CH:19]([CH2:18][NH:8][C@@H:9]2[CH2:11][C@H:10]2[C:12]2[CH:17]=[CH:16][CH:15]=[CH:14][CH:13]=2)[CH2:20][CH2:21]1)[C:30]([OH:32])=[O:31])#[N:36]. The yield is 0.659. (4) The reactants are CN(C)C=O.[N+:6]([C:9]1[N:10]=[C:11](S(C2C=CC([N+]([O-])=O)=CC=2)(=O)=O)[N:12]([CH2:14][C@:15]([OH:40])([CH3:39])[CH2:16][N:17]2[CH2:22][CH2:21][N:20]([C:23]([O:25][CH2:26][CH:27]=[CH:28][C:29]3[CH:34]=[CH:33][C:32]([C:35]([F:38])([F:37])[F:36])=[CH:31][CH:30]=3)=[O:24])[CH2:19][CH2:18]2)[CH:13]=1)([O-:8])=[O:7].CC(C)([O-])C.[Na+].O. The catalyst is C(OCC)(=O)C. The product is [CH3:39][C@@:15]1([CH2:16][N:17]2[CH2:22][CH2:21][N:20]([C:23]([O:25][CH2:26][CH:27]=[CH:28][C:29]3[CH:34]=[CH:33][C:32]([C:35]([F:37])([F:36])[F:38])=[CH:31][CH:30]=3)=[O:24])[CH2:19][CH2:18]2)[O:40][C:11]2=[N:10][C:9]([N+:6]([O-:8])=[O:7])=[CH:13][N:12]2[CH2:14]1. The yield is 0.390. (5) The reactants are [CH3:1][CH2:2][O:3][C:4]([C@@H:6]([NH:15][C@H:16]([C:18]([N:20]1[C@H:27]([C:28]([OH:30])=[O:29])[CH2:26][C@H:25]2[C@@H:21]1[CH2:22][CH2:23][CH2:24]2)=[O:19])[CH3:17])[CH2:7][CH2:8][C:9]1[CH:10]=[CH:11][CH:12]=[CH:13][CH:14]=1)=[O:5].[NH2:31][C@H:32]([C:40]([OH:42])=[O:41])[CH2:33][CH2:34][CH2:35][NH:36][C:37](=[NH:39])[NH2:38]. The catalyst is O.C(O)(C)C. The product is [CH3:1][CH2:2][O:3][C:4]([C@@H:6]([NH:15][C@H:16]([C:18]([N:20]1[C@H:27]([C:28]([OH:30])=[O:29])[CH2:26][C@H:25]2[C@@H:21]1[CH2:22][CH2:23][CH2:24]2)=[O:19])[CH3:17])[CH2:7][CH2:8][C:9]1[CH:14]=[CH:13][CH:12]=[CH:11][CH:10]=1)=[O:5].[NH2:31][C@H:32]([C:40]([OH:42])=[O:41])[CH2:33][CH2:34][CH2:35][NH:36][C:37](=[NH:38])[NH2:39]. The yield is 0.980.